This data is from Reaction yield outcomes from USPTO patents with 853,638 reactions. The task is: Predict the reaction yield, written as a fraction of the theoretical maximum amount of product (1.0 means a 100% yield; for example, 0.34 means a 34% yield). (1) The reactants are [CH:1]1([C:4]2[O:8][N:7]=[C:6]([C:9]3[C:14]([Cl:15])=[CH:13][CH:12]=[CH:11][C:10]=3[Cl:16])[C:5]=2[CH2:17][O:18][C@H:19]2[CH2:24][CH2:23][C@H:22]([C:25]3[CH:30]=[CH:29][C:28]([O:31]CC4C=CC(OC)=CC=4)=[CH:27][CH:26]=3)[CH2:21][CH2:20]2)[CH2:3][CH2:2]1.COC1C=CC=CC=1.FC(F)(F)C(O)=O. The catalyst is ClCCl. The product is [CH:1]1([C:4]2[O:8][N:7]=[C:6]([C:9]3[C:10]([Cl:16])=[CH:11][CH:12]=[CH:13][C:14]=3[Cl:15])[C:5]=2[CH2:17][O:18][C@H:19]2[CH2:20][CH2:21][C@H:22]([C:25]3[CH:26]=[CH:27][C:28]([OH:31])=[CH:29][CH:30]=3)[CH2:23][CH2:24]2)[CH2:2][CH2:3]1. The yield is 0.890. (2) The reactants are [Cl:1][C:2]1[CH:3]=[C:4]([C:8]2[CH:9]=[C:10]([CH2:16][C:17]3[CH:18]=[N:19][C:20]([OH:23])=[N:21][CH:22]=3)[CH:11]=[N:12][C:13]=2[O:14][CH3:15])[CH:5]=[CH:6][CH:7]=1.[F:24][C:25]([F:33])(S(F)(=O)=O)C(O)=O.C([O-])([O-])=O.[Na+].[Na+]. The catalyst is C(#N)C. The product is [Cl:1][C:2]1[CH:3]=[C:4]([C:8]2[CH:9]=[C:10]([CH2:16][C:17]3[CH:22]=[N:21][C:20]([O:23][CH:25]([F:33])[F:24])=[N:19][CH:18]=3)[CH:11]=[N:12][C:13]=2[O:14][CH3:15])[CH:5]=[CH:6][CH:7]=1. The yield is 0.0600. (3) The reactants are [Br:1][C:2]1[CH:7]=[CH:6][C:5]([O:8][CH3:9])=[CH:4][C:3]=1[CH2:10]Br.[NH:12]([C:20]([O:22][C:23]([CH3:26])([CH3:25])[CH3:24])=[O:21])[C:13]([O:15][C:16]([CH3:19])([CH3:18])[CH3:17])=[O:14].[K]. The catalyst is CN(C)C=O. The product is [C:23]([O:22][C:20]([N:12]([CH2:10][C:3]1[CH:4]=[C:5]([O:8][CH3:9])[CH:6]=[CH:7][C:2]=1[Br:1])[C:13]([O:15][C:16]([CH3:19])([CH3:18])[CH3:17])=[O:14])=[O:21])([CH3:26])([CH3:25])[CH3:24]. The yield is 0.420. (4) The reactants are [Cl:1][C:2]1[CH:10]=[CH:9][C:5]2[NH:6][N:7]=[N:8][C:4]=2[CH:3]=1.[N+:11]([O-])([OH:13])=[O:12]. The catalyst is S(=O)(=O)(O)O. The product is [N+:11]([C:3]1[C:4]2[N:8]=[N:7][NH:6][C:5]=2[CH:9]=[CH:10][C:2]=1[Cl:1])([O-:13])=[O:12]. The yield is 0.830. (5) The reactants are [C:1]1([NH:7][C:8]([CH:10]([CH2:15][CH2:16][CH2:17][CH3:18])[C:11]([O:13]C)=[O:12])=[O:9])[CH:6]=[CH:5][CH:4]=[CH:3][CH:2]=1.[OH-].[Na+]. The catalyst is CO. The product is [C:1]1([NH:7][C:8]([CH:10]([CH2:15][CH2:16][CH2:17][CH3:18])[C:11]([OH:13])=[O:12])=[O:9])[CH:2]=[CH:3][CH:4]=[CH:5][CH:6]=1. The yield is 0.740. (6) The reactants are Cl[C:2]1[N:7]=[CH:6][C:5]([C:8](=[O:10])[CH3:9])=[CH:4][CH:3]=1.[CH2:11]([Zn]CC)[CH3:12].CCCCCC.CN(CCO)C. The catalyst is C1COCC1.Cl[Pd]Cl.C1(P(C2C=CC=CC=2)[C-]2C=CC=C2)C=CC=CC=1.[C-]1(P(C2C=CC=CC=2)C2C=CC=CC=2)C=CC=C1.[Fe+2]. The product is [CH2:11]([C:2]1[N:7]=[CH:6][C:5]([C:8](=[O:10])[CH3:9])=[CH:4][CH:3]=1)[CH3:12]. The yield is 0.200. (7) The reactants are [CH2:1]([C:3]1[N:8]=[C:7]([N:9]2[CH2:15][CH:14]([N:16]([CH3:18])[CH3:17])[C:11]3([CH2:13][CH2:12]3)[CH2:10]2)[C:6]([F:19])=[C:5]([NH:20][NH2:21])[N:4]=1)[CH3:2].[CH:22]1([CH2:27][C@H:28]([CH2:32][N:33]([CH:42]=[O:43])[O:34][CH2:35][C:36]2[CH:41]=[CH:40][CH:39]=[CH:38][CH:37]=2)[C:29](O)=[O:30])[CH2:26][CH2:25][CH2:24][CH2:23]1.CN1CCOCC1.ON1C2N=CC=CC=2N=N1.C(Cl)CCl. The catalyst is CN(C=O)C. The product is [CH:22]1([CH2:27][C@@H:28]([C:29]([NH:21][NH:20][C:5]2[C:6]([F:19])=[C:7]([N:9]3[CH2:15][CH:14]([N:16]([CH3:17])[CH3:18])[C:11]4([CH2:12][CH2:13]4)[CH2:10]3)[N:8]=[C:3]([CH2:1][CH3:2])[N:4]=2)=[O:30])[CH2:32][N:33]([O:34][CH2:35][C:36]2[CH:41]=[CH:40][CH:39]=[CH:38][CH:37]=2)[CH:42]=[O:43])[CH2:26][CH2:25][CH2:24][CH2:23]1. The yield is 0.710. (8) The reactants are [F:1][C:2]([F:11])([F:10])[C:3]1[CH:8]=[CH:7][CH:6]=[CH:5][C:4]=1[SH:9].[C:12](=O)([O-])[O-].[K+].[K+].IC. The catalyst is CN(C=O)C. The product is [CH3:12][S:9][C:4]1[CH:5]=[CH:6][CH:7]=[CH:8][C:3]=1[C:2]([F:1])([F:10])[F:11]. The yield is 0.880.